Dataset: Catalyst prediction with 721,799 reactions and 888 catalyst types from USPTO. Task: Predict which catalyst facilitates the given reaction. (1) Reactant: Br.[Cl:2][C:3]1[CH:4]=[C:5]([NH:24][S:25]([C:28]([F:31])([F:30])[F:29])(=[O:27])=[O:26])[CH:6]=[CH:7][C:8]=1[C:9]1[N:10]=[C:11]([C:14]2[CH:19]=[CH:18][N:17]=[C:16]([CH2:20][CH:21]([CH3:23])[CH3:22])[CH:15]=2)[S:12][CH:13]=1.C(=O)(O)[O-].[Na+]. Product: [Cl:2][C:3]1[CH:4]=[C:5]([NH:24][S:25]([C:28]([F:31])([F:29])[F:30])(=[O:27])=[O:26])[CH:6]=[CH:7][C:8]=1[C:9]1[N:10]=[C:11]([C:14]2[CH:19]=[CH:18][N:17]=[C:16]([CH2:20][CH:21]([CH3:23])[CH3:22])[CH:15]=2)[S:12][CH:13]=1. The catalyst class is: 25. (2) Reactant: [H-].[Na+].[CH2:3]([OH:10])[C:4]1[CH:9]=[CH:8][CH:7]=[CH:6][CH:5]=1.[C:11]([O:15][C:16]([N:18]1[C@@H:22]([C@H:23]([O:49][CH2:50][C:51]2[CH:56]=[CH:55][CH:54]=[CH:53][CH:52]=2)[C@@H:24]([N:34]([CH2:42][C:43]2[CH:48]=[CH:47][CH:46]=[CH:45][CH:44]=2)[CH2:35][C:36]2[CH:41]=[CH:40][CH:39]=[CH:38][CH:37]=2)[CH2:25][C:26]2[CH:31]=[C:30](F)[CH:29]=[C:28]([F:33])[CH:27]=2)[CH2:21][O:20][C:19]1([CH3:58])[CH3:57])=[O:17])([CH3:14])([CH3:13])[CH3:12].[Cl-].[NH4+]. Product: [C:11]([O:15][C:16]([N:18]1[C@@H:22]([C@H:23]([O:49][CH2:50][C:51]2[CH:52]=[CH:53][CH:54]=[CH:55][CH:56]=2)[C@@H:24]([N:34]([CH2:42][C:43]2[CH:44]=[CH:45][CH:46]=[CH:47][CH:48]=2)[CH2:35][C:36]2[CH:37]=[CH:38][CH:39]=[CH:40][CH:41]=2)[CH2:25][C:26]2[CH:27]=[C:28]([F:33])[CH:29]=[C:30]([O:10][CH2:3][C:4]3[CH:9]=[CH:8][CH:7]=[CH:6][CH:5]=3)[CH:31]=2)[CH2:21][O:20][C:19]1([CH3:58])[CH3:57])=[O:17])([CH3:14])([CH3:12])[CH3:13]. The catalyst class is: 435. (3) Reactant: Br[C:2]1[CH:11]=[CH:10][C:5]([C:6]([NH:8][CH3:9])=[O:7])=[C:4]([F:12])[CH:3]=1.[B:13]1([B:13]2[O:17][C:16]([CH3:19])([CH3:18])[C:15]([CH3:21])([CH3:20])[O:14]2)[O:17][C:16]([CH3:19])([CH3:18])[C:15]([CH3:21])([CH3:20])[O:14]1.C1(P(C2CCCCC2)C2CCCCC2)CCCCC1.C([O-])(=O)C.[K+]. Product: [F:12][C:4]1[CH:3]=[C:2]([B:13]2[O:17][C:16]([CH3:19])([CH3:18])[C:15]([CH3:21])([CH3:20])[O:14]2)[CH:11]=[CH:10][C:5]=1[C:6]([NH:8][CH3:9])=[O:7]. The catalyst class is: 102. (4) Reactant: C(O)(C(F)(F)F)=O.[F:8][C:9]([F:38])([F:37])[C:10]1[CH:11]=[CH:12][CH:13]=[C:14]2[C:19]=1[N:18]=[CH:17][CH:16]=[C:15]2[N:20]1[CH2:36][CH2:35][C:23]2([CH2:27][N:26](C(OC(C)(C)C)=O)[CH2:25][CH2:24]2)[CH2:22][CH2:21]1. Product: [CH2:27]1[C:23]2([CH2:35][CH2:36][N:20]([C:15]3[C:14]4[C:19](=[C:10]([C:9]([F:37])([F:38])[F:8])[CH:11]=[CH:12][CH:13]=4)[N:18]=[CH:17][CH:16]=3)[CH2:21][CH2:22]2)[CH2:24][CH2:25][NH:26]1. The catalyst class is: 2. (5) Reactant: [C:1]([O:12][C:13]([CH3:16])([CH3:15])[CH3:14])(=[O:11])/[CH:2]=[CH:3]/[C:4]([O:6][C:7]([CH3:10])([CH3:9])[CH3:8])=[O:5].[C:17]([O:24][CH:25]([CH3:27])[CH3:26])(=[O:23])/[CH:18]=[CH:19]/[C:20]([O-:22])=[O:21].[C:28]([O:38][CH2:39][CH3:40])(=[O:37])[CH:29]=[CH:30][C:31]1[CH:36]=[CH:35][CH:34]=[CH:33][CH:32]=1.C(OOC(C)(C)C)(=O)C(C)(C)C. Product: [C:4]([O:6][C:7]([CH3:10])([CH3:9])[CH3:8])(=[O:5])/[CH:3]=[CH:2]/[C:1]([O:12][C:13]([CH3:14])([CH3:16])[CH3:15])=[O:11].[C:17]([O:24][CH:25]([CH3:27])[CH3:26])(=[O:23])/[CH:18]=[CH:19]/[C:20]([O-:22])=[O:21].[C:28]([O:38][CH2:39][CH3:40])(=[O:37])[CH:29]=[CH:30][C:31]1[CH:32]=[CH:33][CH:34]=[CH:35][CH:36]=1. The catalyst class is: 188.